From a dataset of Peptide-MHC class II binding affinity with 134,281 pairs from IEDB. Regression. Given a peptide amino acid sequence and an MHC pseudo amino acid sequence, predict their binding affinity value. This is MHC class II binding data. (1) The peptide sequence is RMRRPTGKVTLEADV. The MHC is HLA-DQA10501-DQB10302 with pseudo-sequence HLA-DQA10501-DQB10302. The binding affinity (normalized) is 0.423. (2) The peptide sequence is DIIFDIYFAILMMSC. The MHC is DRB1_0101 with pseudo-sequence DRB1_0101. The binding affinity (normalized) is 0.382. (3) The peptide sequence is IEPIVATNWQKLEAFWHKHM. The MHC is DRB1_0404 with pseudo-sequence DRB1_0404. The binding affinity (normalized) is 0.365. (4) The peptide sequence is DIYNYMEPYVSKVDP. The MHC is HLA-DQA10201-DQB10202 with pseudo-sequence HLA-DQA10201-DQB10202. The binding affinity (normalized) is 0.193.